Dataset: Reaction yield outcomes from USPTO patents with 853,638 reactions. Task: Predict the reaction yield, written as a fraction of the theoretical maximum amount of product (1.0 means a 100% yield; for example, 0.34 means a 34% yield). (1) The yield is 1.00. The catalyst is O1CCOCC1.C1C=CC([P]([Pd]([P](C2C=CC=CC=2)(C2C=CC=CC=2)C2C=CC=CC=2)([P](C2C=CC=CC=2)(C2C=CC=CC=2)C2C=CC=CC=2)[P](C2C=CC=CC=2)(C2C=CC=CC=2)C2C=CC=CC=2)(C2C=CC=CC=2)C2C=CC=CC=2)=CC=1. The product is [F:1][C:2]([F:29])([F:28])[C:3]1[CH:4]=[C:5]([C:13]([CH3:27])([CH3:26])[C:14]([N:16]([C:18]2[CH:19]=[N:20][C:21]([Cl:25])=[CH:22][C:23]=2[C:34]2[C:33]([CH3:40])=[N:32][C:31]([F:30])=[CH:36][CH:35]=2)[CH3:17])=[O:15])[CH:6]=[C:7]([C:9]([F:12])([F:11])[F:10])[CH:8]=1. The reactants are [F:1][C:2]([F:29])([F:28])[C:3]1[CH:4]=[C:5]([C:13]([CH3:27])([CH3:26])[C:14]([N:16]([C:18]2[CH:19]=[N:20][C:21]([Cl:25])=[CH:22][C:23]=2I)[CH3:17])=[O:15])[CH:6]=[C:7]([C:9]([F:12])([F:11])[F:10])[CH:8]=1.[F:30][CH:31]1[CH2:36][CH2:35][CH:34](B(O)O)[CH:33]([CH3:40])[NH:32]1.C(=O)([O-])[O-].[Na+].[Na+]. (2) The reactants are [Cl:1][C:2]1[CH:3]=[CH:4][C:5]([C:8]#[N:9])=[N:6][CH:7]=1.Cl. The catalyst is C(O)C.[Pd]. The product is [Cl:1][C:2]1[CH:3]=[CH:4][C:5]([CH2:8][NH2:9])=[N:6][CH:7]=1. The yield is 0.510. (3) The reactants are [Cl:1][C:2]1[CH:3]=[C:4]([CH:27]=[CH:28][CH:29]=1)[O:5][CH2:6][CH:7]([F:26])[CH2:8][CH2:9][CH:10]1[CH:17]2[CH:13]([O:14][C:15](=[O:18])[CH2:16]2)[CH2:12][CH:11]1[O:19][CH:20]1[CH2:25][CH2:24][CH2:23][CH2:22][O:21]1.[H-].C([Al+]CC(C)C)C(C)C. The catalyst is C1(C)C=CC=CC=1. The product is [Cl:1][C:2]1[CH:3]=[C:4]([CH:27]=[CH:28][CH:29]=1)[O:5][CH2:6][CH:7]([F:26])[CH2:8][CH2:9][CH:10]1[CH:17]2[CH:13]([O:14][CH:15]([OH:18])[CH2:16]2)[CH2:12][CH:11]1[O:19][CH:20]1[CH2:25][CH2:24][CH2:23][CH2:22][O:21]1. The yield is 0.990. (4) The reactants are CN(C(ON1N=NC2C=CC=NC1=2)=[N+](C)C)C.F[P-](F)(F)(F)(F)F.C(N(CC)C(C)C)(C)C.[NH2:34][C:35]1[C:36]([C:45]([OH:47])=O)=[CH:37][C:38]2[C:43]([CH:44]=1)=[CH:42][CH:41]=[CH:40][CH:39]=2.[NH2:48][C@@H:49]([C:54]1[CH:59]=[CH:58][C:57]([OH:60])=[CH:56][CH:55]=1)[C:50]([O:52][CH3:53])=[O:51].C([O-])(O)=O.[Na+]. The catalyst is CN(C=O)C.C(Cl)Cl. The product is [NH2:34][C:35]1[C:36]([C:45]([NH:48][C@@H:49]([C:54]2[CH:55]=[CH:56][C:57]([OH:60])=[CH:58][CH:59]=2)[C:50]([O:52][CH3:53])=[O:51])=[O:47])=[CH:37][C:38]2[C:43]([CH:44]=1)=[CH:42][CH:41]=[CH:40][CH:39]=2. The yield is 0.320. (5) The reactants are [CH3:1][Si:2]([C:5]#[CH:6])([CH3:4])[CH3:3].Br[CH2:8][CH2:9][CH2:10][CH2:11][CH2:12][CH2:13][CH:14]=[CH2:15]. The catalyst is C1COCC1. The product is [C:5]([Si:2]([CH3:4])([CH3:3])[CH3:1])#[C:6][CH2:15][CH2:14][CH2:13][CH2:12][CH2:11][CH2:10][CH:9]=[CH2:8]. The yield is 0.140.